Dataset: Catalyst prediction with 721,799 reactions and 888 catalyst types from USPTO. Task: Predict which catalyst facilitates the given reaction. (1) Reactant: [CH3:1][C:2]([C:5]1[CH:6]=[C:7]([NH:16][C:17]([NH:19][NH:20][C:21]([C:23]2[CH:28]=[CH:27][C:26]([N+:29]([O-])=O)=[CH:25][CH:24]=2)=[O:22])=[O:18])[CH:8]=[C:9]([C:12]([CH3:15])([CH3:14])[CH3:13])[C:10]=1[OH:11])([CH3:4])[CH3:3].[H][H]. Product: [NH2:29][C:26]1[CH:27]=[CH:28][C:23]([C:21]([NH:20][NH:19][C:17]([NH:16][C:7]2[CH:6]=[C:5]([C:2]([CH3:1])([CH3:3])[CH3:4])[C:10]([OH:11])=[C:9]([C:12]([CH3:15])([CH3:14])[CH3:13])[CH:8]=2)=[O:18])=[O:22])=[CH:24][CH:25]=1. The catalyst class is: 29. (2) Reactant: [F:1][C:2]([F:7])([F:6])[C@@H:3]([NH2:5])[CH3:4].Br[CH2:9][C:10]1[CH:15]=[CH:14][C:13]([F:16])=[CH:12][CH:11]=1.C([O-])([O-])=O.[K+].[K+]. Product: [F:1][C:2]([F:7])([F:6])[C@@H:3]([NH:5][CH2:9][C:10]1[CH:15]=[CH:14][C:13]([F:16])=[CH:12][CH:11]=1)[CH3:4]. The catalyst class is: 3. (3) Reactant: [CH:1]1([C:4]2[C:14]3[O:13][CH2:12][CH2:11][N:10](C(OC(C)(C)C)=O)[CH2:9][C:8]=3[C:7]([F:22])=[CH:6][CH:5]=2)[CH2:3][CH2:2]1.C(OCC)(=O)C.[ClH:29]. Product: [ClH:29].[CH:1]1([C:4]2[C:14]3[O:13][CH2:12][CH2:11][NH:10][CH2:9][C:8]=3[C:7]([F:22])=[CH:6][CH:5]=2)[CH2:3][CH2:2]1. The catalyst class is: 13. (4) Reactant: [F:1][C:2]1[CH:3]=[C:4]([CH:42]=[C:43]([F:45])[CH:44]=1)[CH2:5][N:6]([CH2:29][C:30]([C:32]1[C:37]([O:38]C)=[CH:36][CH:35]=[CH:34][C:33]=1[O:40][CH3:41])=[O:31])[C:7]([C:9]1[CH:10]=[N:11][N:12]([C@H:18]2[CH2:23][CH2:22][C@H:21]([C:24]([O:26][CH2:27][CH3:28])=[O:25])[CH2:20][CH2:19]2)[C:13]=1[C:14]([F:17])([F:16])[F:15])=[O:8].B(Br)(Br)Br. Product: [F:1][C:2]1[CH:3]=[C:4]([CH:42]=[C:43]([F:45])[CH:44]=1)[CH2:5][N:6]([CH2:29][C:30]([C:32]1[C:33]([O:40][CH3:41])=[CH:34][CH:35]=[CH:36][C:37]=1[OH:38])=[O:31])[C:7]([C:9]1[CH:10]=[N:11][N:12]([C@H:18]2[CH2:23][CH2:22][C@H:21]([C:24]([O:26][CH2:27][CH3:28])=[O:25])[CH2:20][CH2:19]2)[C:13]=1[C:14]([F:15])([F:17])[F:16])=[O:8]. The catalyst class is: 2. (5) Reactant: [CH:1]([O:4][C:5]1[CH:10]=[CH:9][C:8]([NH:11][C:12]([N:14]2[CH2:19][CH2:18][CH:17]([C:20]3[C:29]4[C:24](=[CH:25][CH:26]=[C:27]([C:30]#[C:31][CH2:32][OH:33])[CH:28]=4)[N:23]=[CH:22][N:21]=3)[CH2:16][CH2:15]2)=[O:13])=[CH:7][CH:6]=1)([CH3:3])[CH3:2].CCN(C(C)C)C(C)C.[CH3:43][S:44](Cl)(=[O:46])=[O:45]. Product: [CH:1]([O:4][C:5]1[CH:10]=[CH:9][C:8]([NH:11][C:12]([N:14]2[CH2:15][CH2:16][CH:17]([C:20]3[C:29]4[C:24](=[CH:25][CH:26]=[C:27]([C:30]#[C:31][CH2:32][O:33][S:44]([CH3:43])(=[O:46])=[O:45])[CH:28]=4)[N:23]=[CH:22][N:21]=3)[CH2:18][CH2:19]2)=[O:13])=[CH:7][CH:6]=1)([CH3:3])[CH3:2]. The catalyst class is: 2.